Task: Predict the product of the given reaction.. Dataset: Forward reaction prediction with 1.9M reactions from USPTO patents (1976-2016) (1) Given the reactants C1(C)C=CC(S([O-])(=O)=O)=CC=1.[CH3:12][C@@H:13]1[C@H:16]([NH3+:17])[C:15](=[O:18])[NH:14]1.CCN(C(C)C)C(C)C.[C:28]1([CH2:34][CH2:35][CH2:36][CH2:37][CH2:38][O:39][C:40](N2C=CC=CC2=O)=[O:41])[CH:33]=[CH:32][CH:31]=[CH:30][CH:29]=1, predict the reaction product. The product is: [C:28]1([CH2:34][CH2:35][CH2:36][CH2:37][CH2:38][O:39][C:40](=[O:41])[NH:17][C@@H:16]2[C:15](=[O:18])[NH:14][C@@H:13]2[CH3:12])[CH:33]=[CH:32][CH:31]=[CH:30][CH:29]=1. (2) Given the reactants F[C:2]1[CH:3]=[C:4]([N+:8]([O-:10])=[O:9])[CH:5]=[CH:6][CH:7]=1.[NH2:11][CH2:12][CH2:13][CH2:14][N:15]1[CH:19]=[CH:18][N:17]=[CH:16]1.O, predict the reaction product. The product is: [N:15]1([CH2:14][CH2:13][CH2:12][NH:11][C:2]2[CH:7]=[CH:6][CH:5]=[C:4]([N+:8]([O-:10])=[O:9])[CH:3]=2)[CH:19]=[CH:18][N:17]=[CH:16]1. (3) The product is: [CH2:23]([NH:30][C:31](=[O:32])[N:21]([C:17]1[CH:16]=[C:15]([C:12]2[CH:13]=[CH:14][C:9](/[CH:8]=[C:2](\[CH3:1])/[C:3]([O:5][CH2:6][CH3:7])=[O:4])=[CH:10][CH:11]=2)[CH:20]=[CH:19][CH:18]=1)[CH3:22])[CH2:24][CH2:25][CH2:26][CH2:27][CH2:28][CH3:29]. Given the reactants [CH3:1]/[C:2](=[CH:8]\[C:9]1[CH:14]=[CH:13][C:12]([C:15]2[CH:20]=[CH:19][CH:18]=[C:17]([NH:21][CH3:22])[CH:16]=2)=[CH:11][CH:10]=1)/[C:3]([O:5][CH2:6][CH3:7])=[O:4].[CH2:23]([N:30]=[C:31]=[O:32])[CH2:24][CH2:25][CH2:26][CH2:27][CH2:28][CH3:29], predict the reaction product. (4) The product is: [CH3:48][O:47][CH:36]1[NH:35][C:34]([NH2:31])=[N:39][CH:38]=[C:37]1[C:2]1[CH:3]=[C:4]([O:14][CH:15]2[CH2:16][CH2:17][NH:18][CH2:19][CH2:20]2)[N:5]=[C:6]([N:8]2[CH2:9][CH2:10][O:11][CH2:12][CH2:13]2)[N:7]=1. Given the reactants Cl[C:2]1[N:7]=[C:6]([N:8]2[CH2:13][CH2:12][O:11][CH2:10][CH2:9]2)[N:5]=[C:4]([O:14][CH:15]2[CH2:20][CH2:19][N:18](C(OC(C)(C)C)=O)[CH2:17][CH2:16]2)[CH:3]=1.O1CC[N:31]([C:34]2[N:39]=[C:38](C3C=NC(N)=NC=3)[CH:37]=[C:36]([O:47][C:48]3C=NC=CC=3)[N:35]=2)CC1, predict the reaction product. (5) Given the reactants [NH2:1][C:2]1[CH:3]=[N:4][CH:5]=[CH:6][CH:7]=1.Cl[C:9](OC1C=CC([N+]([O-])=O)=CC=1)=[O:10].C(N(C(C)C)CC)(C)C.[Cl:30][C:31]1[CH:40]=[C:39]2[C:34]([C:35]([N:41]3[CH2:46][CH2:45][NH:44][CH2:43][CH2:42]3)=[CH:36][CH:37]=[N:38]2)=[CH:33][CH:32]=1, predict the reaction product. The product is: [Cl:30][C:31]1[CH:40]=[C:39]2[C:34]([C:35]([N:41]3[CH2:46][CH2:45][N:44]([C:9]([NH:1][C:2]4[CH:3]=[N:4][CH:5]=[CH:6][CH:7]=4)=[O:10])[CH2:43][CH2:42]3)=[CH:36][CH:37]=[N:38]2)=[CH:33][CH:32]=1. (6) Given the reactants FC1C(OC)=CC=C2C=1C=CN2.[F:13][C:14]1[C:22]([O:23]C)=[CH:21][CH:20]=[C:19]2[C:15]=1[CH:16]=[CH:17][N:18]2[CH3:25].B(Br)(Br)Br, predict the reaction product. The product is: [F:13][C:14]1[C:22]([OH:23])=[CH:21][CH:20]=[C:19]2[C:15]=1[CH:16]=[CH:17][N:18]2[CH3:25]. (7) Given the reactants Cl[C:2]1[CH:3]=[C:4]2[C:12](=[C:13](Cl)[CH:14]=1)[NH:11][C:10]1[CH2:9][CH2:8][C:7]([CH2:25][NH:26][C@@H:27]([CH:30]([CH3:32])[CH3:31])[CH2:28][OH:29])([CH2:16][CH2:17][CH2:18][C:19]3[CH:24]=[CH:23][CH:22]=[CH:21][CH:20]=3)[CH2:6][C:5]2=1.ClC1C=C(Cl)C=CC=1NN, predict the reaction product. The product is: [CH3:31][CH:30]([CH3:32])[C@H:27]([NH:26][CH2:25][C:7]1([CH2:16][CH2:17][CH2:18][C:19]2[CH:20]=[CH:21][CH:22]=[CH:23][CH:24]=2)[CH2:6][C:5]2[C:4]3[C:12](=[CH:13][CH:14]=[CH:2][CH:3]=3)[NH:11][C:10]=2[CH2:9][CH2:8]1)[CH2:28][OH:29]. (8) Given the reactants [F:1][C:2]([F:13])([F:12])[C:3]1[CH:8]=[CH:7][C:6]([C@@H:9]([NH2:11])[CH3:10])=[CH:5][CH:4]=1.C([O:18][C:19]([C:21]1[CH:26]=[CH:25][CH:24]=[CH:23][C:22]=1[C:27]1[CH:32]=[CH:31][C:30]([CH2:33][N:34]2[C:42]3[C:37](=[CH:38][C:39]([C:43](O)=[O:44])=[CH:40][CH:41]=3)[C:36]([CH3:46])=[C:35]2[CH3:47])=[CH:29][CH:28]=1)=[O:20])(C)(C)C, predict the reaction product. The product is: [CH3:47][C:35]1[N:34]([CH2:33][C:30]2[CH:31]=[CH:32][C:27]([C:22]3[C:21]([C:19]([OH:20])=[O:18])=[CH:26][CH:25]=[CH:24][CH:23]=3)=[CH:28][CH:29]=2)[C:42]2[C:37]([C:36]=1[CH3:46])=[CH:38][C:39]([C:43](=[O:44])[NH:11][C@H:9]([C:6]1[CH:5]=[CH:4][C:3]([C:2]([F:12])([F:13])[F:1])=[CH:8][CH:7]=1)[CH3:10])=[CH:40][CH:41]=2. (9) The product is: [C:1]([O-:24])(=[O:23])[CH2:2][CH2:3][CH2:4][CH2:5][CH2:6][CH2:7][CH2:8][CH2:9][CH2:10][CH2:11][CH2:12][CH2:13][CH2:14][CH2:15][CH2:16][CH2:17][CH2:18][CH2:19][CH2:20][CH2:21][CH3:22].[Na+:48]. Given the reactants [C:1]([OH:24])(=[O:23])[CH2:2][CH2:3][CH2:4][CH2:5][CH2:6][CH2:7][CH2:8][CH2:9][CH2:10][CH2:11][CH2:12][CH2:13][CH2:14][CH2:15][CH2:16][CH2:17][CH2:18][CH2:19][CH2:20][CH2:21][CH3:22].C(O)(=O)CCCCCCCCCCCCCCCCCCC.[OH-].[Na+:48].[N+]([O-])(O)=O, predict the reaction product.